From a dataset of Forward reaction prediction with 1.9M reactions from USPTO patents (1976-2016). Predict the product of the given reaction. (1) Given the reactants [CH3:1][O:2][C:3](=[O:24])[C:4]1[CH:9]=[CH:8][C:7]([OH:10])=[CH:6][C:5]=1[NH:11][C:12](=[O:23])[C:13]1[CH:18]=[CH:17][C:16]([C:19]([CH3:22])([CH3:21])[CH3:20])=[CH:15][CH:14]=1.Br[CH2:26][CH2:27][CH2:28][O:29][N:30]=[CH:31][C:32]1[C:36]2[CH:37]=[CH:38][CH:39]=[CH:40][C:35]=2[O:34][C:33]=1[CH2:41][CH2:42][CH2:43][CH3:44].C(=O)([O-])[O-].[Cs+].[Cs+], predict the reaction product. The product is: [CH3:1][O:2][C:3](=[O:24])[C:4]1[CH:9]=[CH:8][C:7]([O:10][CH2:26][CH2:27][CH2:28][O:29]/[N:30]=[CH:31]/[C:32]2[C:36]3[CH:37]=[CH:38][CH:39]=[CH:40][C:35]=3[O:34][C:33]=2[CH2:41][CH2:42][CH2:43][CH3:44])=[CH:6][C:5]=1[NH:11][C:12](=[O:23])[C:13]1[CH:14]=[CH:15][C:16]([C:19]([CH3:20])([CH3:21])[CH3:22])=[CH:17][CH:18]=1. (2) Given the reactants C1C2C(=CC=CC=2)C=CC=1C([O:13][C:14](=[O:47])[C:15]([O:19][C:20]1[CH:25]=[CH:24][CH:23]=[C:22]([CH2:26][CH2:27][N:28]([CH2:40][CH2:41][CH2:42][CH2:43][CH2:44][CH2:45][CH3:46])[C:29]([NH:31][C:32]2[CH:37]=[CH:36][C:35]([F:38])=[CH:34][C:33]=2[F:39])=[O:30])[CH:21]=1)([CH3:18])[CH2:16][CH3:17])C, predict the reaction product. The product is: [F:39][C:33]1[CH:34]=[C:35]([F:38])[CH:36]=[CH:37][C:32]=1[NH:31][C:29](=[O:30])[N:28]([CH2:27][CH2:26][C:22]1[CH:21]=[C:20]([CH:25]=[CH:24][CH:23]=1)[O:19][C:15]([CH3:18])([CH2:16][CH3:17])[C:14]([OH:47])=[O:13])[CH2:40][CH2:41][CH2:42][CH2:43][CH2:44][CH2:45][CH3:46]. (3) Given the reactants Cl.Br[C:3]1[CH:8]=[CH:7][N:6]=[CH:5][N:4]=1.C(=O)([O-])[O-].[Cs+].[Cs+].[NH:15]1[CH2:20][CH2:19][CH:18]([C:21]([O:23][CH2:24][CH3:25])=[O:22])[CH2:17][CH2:16]1, predict the reaction product. The product is: [N:6]1[CH:7]=[CH:8][C:3]([N:15]2[CH2:20][CH2:19][CH:18]([C:21]([O:23][CH2:24][CH3:25])=[O:22])[CH2:17][CH2:16]2)=[N:4][CH:5]=1. (4) Given the reactants Cl[C:2]1[N:7]=[C:6]2[N:8]([CH:11]3[CH2:16][CH2:15][CH2:14][CH2:13][O:12]3)[N:9]=[CH:10][C:5]2=[C:4]([N:17]2[CH2:23][CH:22]3[O:24][CH:19]([CH2:20][CH2:21]3)[CH2:18]2)[N:3]=1.[C:25]([NH:28][C:29]1[CH:34]=[CH:33][C:32](B(O)O)=[CH:31][CH:30]=1)(=[O:27])[CH3:26].C(=O)([O-])[O-].[Na+].[Na+], predict the reaction product. The product is: [CH:19]12[O:24][CH:22]([CH2:21][CH2:20]1)[CH2:23][N:17]([C:4]1[N:3]=[C:2]([C:32]3[CH:33]=[CH:34][C:29]([NH:28][C:25](=[O:27])[CH3:26])=[CH:30][CH:31]=3)[N:7]=[C:6]3[N:8]([CH:11]4[CH2:16][CH2:15][CH2:14][CH2:13][O:12]4)[N:9]=[CH:10][C:5]=13)[CH2:18]2.